Dataset: Forward reaction prediction with 1.9M reactions from USPTO patents (1976-2016). Task: Predict the product of the given reaction. (1) The product is: [CH3:1][O:2][C:3]([C:5]12[CH2:14][CH:9]3[CH2:10][CH:11]([CH2:13][CH:7]([CH:8]3[NH:15][C:16](=[O:24])[C:17]3[CH:22]=[CH:21][CH:20]=[C:19]([NH:23][S:38]([C:33]4[CH:34]=[CH:35][CH:36]=[CH:37][C:32]=4[F:31])(=[O:40])=[O:39])[CH:18]=3)[CH2:6]1)[CH2:12]2)=[O:4]. Given the reactants [CH3:1][O:2][C:3]([C:5]12[CH2:14][CH:9]3[CH2:10][CH:11]([CH2:13][CH:7]([CH:8]3[NH:15][C:16](=[O:24])[C:17]3[CH:22]=[CH:21][CH:20]=[C:19]([NH2:23])[CH:18]=3)[CH2:6]1)[CH2:12]2)=[O:4].N1C=CC=CC=1.[F:31][C:32]1[CH:37]=[CH:36][CH:35]=[CH:34][C:33]=1[S:38](Cl)(=[O:40])=[O:39], predict the reaction product. (2) Given the reactants [CH2:1]([NH2:7])[C:2]1[O:6][CH:5]=[CH:4][CH:3]=1.[CH:8]1([S:14](Cl)(=[O:16])=[O:15])[CH2:13][CH2:12][CH2:11][CH2:10][CH2:9]1, predict the reaction product. The product is: [O:6]1[CH:5]=[CH:4][CH:3]=[C:2]1[CH2:1][NH:7][S:14]([CH:8]1[CH2:13][CH2:12][CH2:11][CH2:10][CH2:9]1)(=[O:16])=[O:15]. (3) Given the reactants I[C:2]1[S:6][CH:5]=[C:4]([P:7]([O:12][CH2:13][CH3:14])([O:9][CH2:10][CH3:11])=[O:8])[CH:3]=1.C([Sn](CCCC)(CCCC)[C:20]1[S:21][CH:22]=[CH:23][C:24]=1[P:25]([O:30][CH2:31][CH3:32])([O:27][CH2:28][CH3:29])=[O:26])CCC.[F-].[K+], predict the reaction product. The product is: [CH2:10]([O:9][P:7]([C:4]1[CH:3]=[C:2]([C:20]2[S:21][CH:22]=[CH:23][C:24]=2[P:25]([O:30][CH2:31][CH3:32])([O:27][CH2:28][CH3:29])=[O:26])[S:6][CH:5]=1)([O:12][CH2:13][CH3:14])=[O:8])[CH3:11].